Dataset: Peptide-MHC class I binding affinity with 185,985 pairs from IEDB/IMGT. Task: Regression. Given a peptide amino acid sequence and an MHC pseudo amino acid sequence, predict their binding affinity value. This is MHC class I binding data. The peptide sequence is ARAAARAAL. The MHC is HLA-A23:01 with pseudo-sequence HLA-A23:01. The binding affinity (normalized) is 0.